Dataset: Forward reaction prediction with 1.9M reactions from USPTO patents (1976-2016). Task: Predict the product of the given reaction. Given the reactants F[C:2]1[C:10]([F:11])=[C:9]([F:12])[CH:8]=[CH:7][C:3]=1[C:4]([OH:6])=[O:5].[NH2:13][C:14]1[CH:23]=[CH:22][C:17]([C:18]([NH:20][CH3:21])=[O:19])=[CH:16][C:15]=1[F:24].[Li+].C[Si]([N-][Si](C)(C)C)(C)C, predict the reaction product. The product is: [F:11][C:10]1[C:2]([NH:13][C:14]2[CH:23]=[CH:22][C:17]([C:18]([NH:20][CH3:21])=[O:19])=[CH:16][C:15]=2[F:24])=[C:3]([CH:7]=[CH:8][C:9]=1[F:12])[C:4]([OH:6])=[O:5].